Dataset: Catalyst prediction with 721,799 reactions and 888 catalyst types from USPTO. Task: Predict which catalyst facilitates the given reaction. (1) Reactant: C([N:8]1[CH2:14][CH:13]([CH2:15][OH:16])[CH2:12][N:11](CC2C=CC=CC=2)[CH2:10][CH2:9]1)C1C=CC=CC=1.C(O)(=O)C. Product: [NH:8]1[CH2:14][CH:13]([CH2:15][OH:16])[CH2:12][NH:11][CH2:10][CH2:9]1. The catalyst class is: 29. (2) Reactant: [CH3:1][C:2]1[N:3]([C:16]2[CH:21]=[CH:20][CH:19]=[C:18]([N:22]3[CH2:27][CH2:26][O:25][CH2:24][CH2:23]3)[CH:17]=2)[C:4]([C:10]2[CH:15]=[CH:14][CH:13]=[CH:12][CH:11]=2)=[C:5]([C:7]([O-])=[O:8])[N:6]=1.[Li+].[CH2:29]([C@H:36]1[NH:41][CH2:40][CH2:39][N:38]([C:42]([O:44][C:45]([CH3:48])([CH3:47])[CH3:46])=[O:43])[CH2:37]1)[C:30]1[CH:35]=[CH:34][CH:33]=[CH:32][CH:31]=1.CCN=C=NCCCN(C)C.Cl.C1C=CC2N(O)N=NC=2C=1.C(=O)(O)[O-].[Na+]. Product: [CH2:29]([C@H:36]1[N:41]([C:7]([C:5]2[N:6]=[C:2]([CH3:1])[N:3]([C:16]3[CH:21]=[CH:20][CH:19]=[C:18]([N:22]4[CH2:27][CH2:26][O:25][CH2:24][CH2:23]4)[CH:17]=3)[C:4]=2[C:10]2[CH:15]=[CH:14][CH:13]=[CH:12][CH:11]=2)=[O:8])[CH2:40][CH2:39][N:38]([C:42]([O:44][C:45]([CH3:48])([CH3:47])[CH3:46])=[O:43])[CH2:37]1)[C:30]1[CH:31]=[CH:32][CH:33]=[CH:34][CH:35]=1. The catalyst class is: 3. (3) Reactant: [Cl:1][C:2]1[CH:7]=[CH:6][C:5]([C:8]2[C:16]3[C:15]([NH2:17])=[N:14][CH:13]=[N:12][C:11]=3[N:10]([CH2:18][CH3:19])[CH:9]=2)=[CH:4][CH:3]=1.[C:20]([O-])(=[O:22])[CH3:21].[Na+]. Product: [Cl:1][C:2]1[CH:3]=[CH:4][C:5]([C:8]2[C:16]3[C:15]([NH:17][C:20](=[O:22])[CH3:21])=[N:14][CH:13]=[N:12][C:11]=3[N:10]([CH2:18][CH3:19])[CH:9]=2)=[CH:6][CH:7]=1. The catalyst class is: 152. (4) Reactant: [NH2:1][C:2]1[CH:7]=[CH:6][C:5]([C:8](=[O:17])[C:9]2[CH:14]=[CH:13][C:12]([O:15][CH3:16])=[CH:11][CH:10]=2)=[CH:4][C:3]=1[C:18]([C:20]1[CH:25]=[CH:24][CH:23]=[C:22]([Cl:26])[CH:21]=1)=[O:19].[Cl:27][C:28]([Cl:33])([Cl:32])[C:29](Cl)=[O:30].C(N(CC)CC)C. Product: [Cl:27][C:28]([Cl:33])([Cl:32])[C:29]([NH:1][C:2]1[CH:7]=[CH:6][C:5]([C:8](=[O:17])[C:9]2[CH:14]=[CH:13][C:12]([O:15][CH3:16])=[CH:11][CH:10]=2)=[CH:4][C:3]=1[C:18](=[O:19])[C:20]1[CH:25]=[CH:24][CH:23]=[C:22]([Cl:26])[CH:21]=1)=[O:30]. The catalyst class is: 2. (5) Reactant: [C:1]([O:5][C@@H:6]([C:12]1[C:21]([CH:22]=[O:23])=[CH:20][C:19]2[C:14](=[CH:15][CH:16]=[CH:17][CH:18]=2)[C:13]=1[C:24]1[CH:29]=[CH:28][C:27]([Cl:30])=[CH:26][CH:25]=1)[C:7]([O:9][CH2:10][CH3:11])=[O:8])([CH3:4])([CH3:3])[CH3:2].[BH4-].[Na+]. Product: [C:1]([O:5][C@@H:6]([C:12]1[C:21]([CH2:22][OH:23])=[CH:20][C:19]2[C:14](=[CH:15][CH:16]=[CH:17][CH:18]=2)[C:13]=1[C:24]1[CH:25]=[CH:26][C:27]([Cl:30])=[CH:28][CH:29]=1)[C:7]([O:9][CH2:10][CH3:11])=[O:8])([CH3:2])([CH3:3])[CH3:4]. The catalyst class is: 36. (6) Reactant: [NH2:1][C:2]1[C:9]([I:10])=[CH:8][C:5]([C:6]#[N:7])=[C:4]([CH3:11])[N:3]=1.Cl. Product: [NH2:7][CH2:6][C:5]1[CH:8]=[C:9]([I:10])[C:2]([NH2:1])=[N:3][C:4]=1[CH3:11]. The catalyst class is: 1.